This data is from Full USPTO retrosynthesis dataset with 1.9M reactions from patents (1976-2016). The task is: Predict the reactants needed to synthesize the given product. (1) Given the product [O:18]1[C:19]2[CH:25]=[CH:24][CH:23]=[CH:22][C:20]=2[N:21]=[C:17]1[N:4]1[CH2:5][C:6]2[CH:11]=[CH:10][C:9]([C:12]([O:14][CH3:15])=[O:13])=[CH:8][C:7]=2[O:1][CH2:2][CH2:3]1, predict the reactants needed to synthesize it. The reactants are: [O:1]1[C:7]2[CH:8]=[C:9]([C:12]([O:14][CH3:15])=[O:13])[CH:10]=[CH:11][C:6]=2[CH2:5][NH:4][CH2:3][CH2:2]1.Br[C:17]1[O:18][C:19]2[CH:25]=[CH:24][CH:23]=[CH:22][C:20]=2[N:21]=1. (2) Given the product [OH:13][C:14]1[CH:22]=[CH:21][CH:20]=[CH:19][C:15]=1[C:16]([NH:1][CH:2]([CH3:12])[CH2:3][NH:4][C:5](=[O:11])[O:6][C:7]([CH3:8])([CH3:10])[CH3:9])=[O:17], predict the reactants needed to synthesize it. The reactants are: [NH2:1][CH:2]([CH3:12])[CH2:3][NH:4][C:5](=[O:11])[O:6][C:7]([CH3:10])([CH3:9])[CH3:8].[OH:13][C:14]1[CH:22]=[CH:21][CH:20]=[CH:19][C:15]=1[C:16](O)=[O:17].N1C=CN=C1.C1CCC(N=C=NC2CCCCC2)CC1. (3) Given the product [CH2:19]([N:14]([CH:11]1[CH2:10][CH2:9][N:8]([CH2:6][C:34]2[S:35][C:30]3[C:29]([N:38]4[CH2:43][CH2:42][O:41][CH2:40][CH2:39]4)=[N:28][C:27]([Cl:26])=[N:32][C:31]=3[CH:33]=2)[CH2:13][CH2:12]1)[CH2:15][CH2:16][O:17][CH3:18])[C:20]1[CH:21]=[CH:22][CH:23]=[CH:24][CH:25]=1, predict the reactants needed to synthesize it. The reactants are: C(O[C:6]([N:8]1[CH2:13][CH2:12][CH:11]([N:14]([CH2:19][C:20]2[CH:25]=[CH:24][CH:23]=[CH:22][CH:21]=2)[CH2:15][CH2:16][O:17][CH3:18])[CH2:10][CH2:9]1)=O)(C)(C)C.[Cl:26][C:27]1[N:28]=[C:29]([N:38]2[CH2:43][CH2:42][O:41][CH2:40][CH2:39]2)[C:30]2[S:35][C:34](C=O)=[CH:33][C:31]=2[N:32]=1. (4) Given the product [CH2:1]([N:3]([CH2:22][C:23]1[CH:30]=[CH:29][C:26]([CH:27]=[O:28])=[CH:25][CH:24]=1)[C@@H:4]1[CH2:8][CH2:7][N:6]([C:9]2[C:14]([C:15]([O:17][CH:18]([CH3:19])[CH3:20])=[O:16])=[CH:13][CH:12]=[CH:11][N:10]=2)[CH2:5]1)[CH3:2], predict the reactants needed to synthesize it. The reactants are: [CH2:1]([NH:3][C@@H:4]1[CH2:8][CH2:7][N:6]([C:9]2[C:14]([C:15]([O:17][CH:18]([CH3:20])[CH3:19])=[O:16])=[CH:13][CH:12]=[CH:11][N:10]=2)[CH2:5]1)[CH3:2].Br[CH2:22][C:23]1[CH:30]=[CH:29][C:26]([CH:27]=[O:28])=[CH:25][CH:24]=1.C([O-])([O-])=O.[K+].[K+]. (5) The reactants are: [NH2:1][C:2]1[N:3]=[C:4]([NH:17][CH:18]2[CH2:23][CH2:22][N:21]([S:24]([CH2:27][CH2:28][CH2:29]I)(=[O:26])=[O:25])[CH2:20][CH2:19]2)[S:5][C:6]=1[C:7]([C:9]1[C:14]([F:15])=[CH:13][CH:12]=[CH:11][C:10]=1[F:16])=[O:8].[CH3:31][O:32][CH:33]1[CH2:38][CH2:37][NH:36][CH2:35][CH2:34]1.C(N(CC)C(C)C)(C)C. Given the product [NH2:1][C:2]1[N:3]=[C:4]([NH:17][CH:18]2[CH2:23][CH2:22][N:21]([S:24]([CH2:27][CH2:28][CH2:29][N:36]3[CH2:37][CH2:38][CH:33]([O:32][CH3:31])[CH2:34][CH2:35]3)(=[O:26])=[O:25])[CH2:20][CH2:19]2)[S:5][C:6]=1[C:7]([C:9]1[C:14]([F:15])=[CH:13][CH:12]=[CH:11][C:10]=1[F:16])=[O:8], predict the reactants needed to synthesize it. (6) Given the product [N:1]1([S:11]([C:14]2[CH:15]=[C:16]([N:20]3[C:25](=[O:26])[C:24]4=[C:27]([CH:30]=[O:31])[S:28][CH:29]=[C:23]4[NH:22][C:21]3=[O:32])[CH:17]=[CH:18][CH:19]=2)(=[O:13])=[O:12])[C:10]2[C:5](=[CH:6][CH:7]=[CH:8][CH:9]=2)[CH2:4][CH2:3][CH2:2]1, predict the reactants needed to synthesize it. The reactants are: [N:1]1([S:11]([C:14]2[CH:15]=[C:16]([N:20]3[C:25](=[O:26])[C:24]4=[C:27]([CH2:30][OH:31])[S:28][CH:29]=[C:23]4[NH:22][C:21]3=[O:32])[CH:17]=[CH:18][CH:19]=2)(=[O:13])=[O:12])[C:10]2[C:5](=[CH:6][CH:7]=[CH:8][CH:9]=2)[CH2:4][CH2:3][CH2:2]1.